This data is from Forward reaction prediction with 1.9M reactions from USPTO patents (1976-2016). The task is: Predict the product of the given reaction. (1) Given the reactants [C:1]1([CH3:10])[CH:6]=[CH:5][C:4]([S@@:7]([NH2:9])=[O:8])=[CH:3][CH:2]=1.[CH3:11][C@H:12]([C@H:15]([CH3:19])[CH2:16][CH2:17][CH3:18])[CH:13]=O, predict the reaction product. The product is: [CH3:11][C@H:12]([C@H:15]([CH3:19])[CH2:16][CH2:17][CH3:18])[CH:13]=[N:9][S:7]([C:4]1[CH:5]=[CH:6][C:1]([CH3:10])=[CH:2][CH:3]=1)=[O:8]. (2) Given the reactants [C:1]([NH:4][C:5]1[S:6][C:7](Br)=[CH:8][C:9]=1[C:10]#[N:11])(=[O:3])[CH3:2].[C:13]([C:15]1[CH:20]=[CH:19][C:18](B(O)O)=[CH:17][CH:16]=1)#[N:14].C(=O)([O-])[O-].[K+].[K+].C(COC)OC, predict the reaction product. The product is: [C:1]([NH:4][C:5]1[S:6][C:7]([C:18]2[CH:19]=[CH:20][C:15]([C:13]#[N:14])=[CH:16][CH:17]=2)=[CH:8][C:9]=1[C:10]#[N:11])(=[O:3])[CH3:2]. (3) Given the reactants [CH:1]1([OH:9])[CH2:8][CH2:7][CH2:6][CH2:5][CH2:4][CH:3]=[CH:2]1.[N+:10]([C:13]1[CH:21]=[CH:20][C:16]([C:17](Cl)=[O:18])=[CH:15][CH:14]=1)([O-:12])=[O:11], predict the reaction product. The product is: [N+:10]([C:13]1[CH:14]=[CH:15][C:16]([C:17]([O:9][CH:1]2[CH2:8][CH2:7][CH2:6][CH2:5][CH2:4][CH:3]=[CH:2]2)=[O:18])=[CH:20][CH:21]=1)([O-:12])=[O:11]. (4) The product is: [C:39]([C:38]1[CH:37]=[CH:41][C:19]([C:17]2[C:16]([C:28]3[CH:29]=[CH:30][C:31]([Cl:34])=[CH:32][CH:33]=3)=[CH:15][C:8]3[C:9]4[N:10]([C:11](=[O:14])[NH:12][N:13]=4)[C:5]([C:1]([CH3:2])([CH3:3])[CH3:4])=[N:6][C:7]=3[N:18]=2)=[C:20]([Cl:27])[CH:21]=1)(=[O:40])[CH3:35]. Given the reactants [C:1]([C:5]1[N:10]2[C:11](=[O:14])[NH:12][N:13]=[C:9]2[C:8]2[CH:15]=[C:16]([C:28]3[CH:33]=[CH:32][C:31]([Cl:34])=[CH:30][CH:29]=3)[C:17]([C:19]3C=CC(C#N)=[CH:21][C:20]=3[Cl:27])=[N:18][C:7]=2[N:6]=1)([CH3:4])([CH3:3])[CH3:2].[CH3:35][Li].[CH2:37]1[CH2:41][O:40][CH2:39][CH2:38]1, predict the reaction product.